Dataset: Forward reaction prediction with 1.9M reactions from USPTO patents (1976-2016). Task: Predict the product of the given reaction. Given the reactants [Cl:1][C:2]1[CH:7]=[CH:6][CH:5]=[CH:4][C:3]=1[C@H:8]([O:10][C:11](=[O:26])[NH:12][C:13]1[N:14]([C:19]2[CH:24]=[CH:23][C:22](Br)=[CH:21][CH:20]=2)[N:15]=[CH:16][C:17]=1[F:18])[CH3:9].OB(O)[C:29]1[CH:34]=[CH:33][C:32]([C:35]2([C:38]([OH:40])=[O:39])[CH2:37][CH2:36]2)=[CH:31][C:30]=1[CH3:41], predict the reaction product. The product is: [Cl:1][C:2]1[CH:7]=[CH:6][CH:5]=[CH:4][C:3]=1[C@H:8]([O:10][C:11]([NH:12][C:13]1[N:14]([C:19]2[CH:24]=[CH:23][C:22]([C:29]3[CH:34]=[CH:33][C:32]([C:35]4([C:38]([OH:40])=[O:39])[CH2:36][CH2:37]4)=[CH:31][C:30]=3[CH3:41])=[CH:21][CH:20]=2)[N:15]=[CH:16][C:17]=1[F:18])=[O:26])[CH3:9].